This data is from Reaction yield outcomes from USPTO patents with 853,638 reactions. The task is: Predict the reaction yield, written as a fraction of the theoretical maximum amount of product (1.0 means a 100% yield; for example, 0.34 means a 34% yield). (1) The product is [C:16]([O:15][C:13]([NH:1][C:2]1[CH:3]=[CH:4][C:5]([C:8]([O:10][CH2:11][CH3:12])=[O:9])=[N:6][CH:7]=1)=[O:14])([CH3:19])([CH3:18])[CH3:17]. The catalyst is CC(O)(C)C.CC(C)=O.CN(C1C=CN=CC=1)C. The reactants are [NH2:1][C:2]1[CH:3]=[CH:4][C:5]([C:8]([O:10][CH2:11][CH3:12])=[O:9])=[N:6][CH:7]=1.[C:13](O[C:13]([O:15][C:16]([CH3:19])([CH3:18])[CH3:17])=[O:14])([O:15][C:16]([CH3:19])([CH3:18])[CH3:17])=[O:14]. The yield is 0.530. (2) The reactants are [CH2:1](Br)[C:2]1[CH:7]=[CH:6][CH:5]=[CH:4][CH:3]=1.[OH:9][C:10]1[CH:11]=[N:12][C:13]([CH3:16])=[CH:14][CH:15]=1.C(=O)([O-])[O-].[K+].[K+].O. The catalyst is C(#N)C.C(OCC)(=O)C. The product is [CH2:1]([O:9][C:10]1[CH:15]=[CH:14][C:13]([CH3:16])=[N:12][CH:11]=1)[C:2]1[CH:7]=[CH:6][CH:5]=[CH:4][CH:3]=1. The yield is 0.230. (3) The reactants are [Br:1][C:2]1[C:11]2[S:12][C:13]([CH3:16])=[C:14]([CH3:15])[C:10]=2[C:9]([C:17]2[CH:22]=[CH:21][C:20]([O:23][C:24](=[O:26])[CH3:25])=[CH:19][CH:18]=2)=[C:8]2[C:3]=1[CH:4]=[CH:5][CH:6]=[CH:7]2.S(Cl)([Cl:30])(=O)=O. The catalyst is C(Cl)Cl. The product is [Br:1][C:2]1[C:11]2[S:12][C:13]([CH2:16][Cl:30])=[C:14]([CH3:15])[C:10]=2[C:9]([C:17]2[CH:22]=[CH:21][C:20]([O:23][C:24](=[O:26])[CH3:25])=[CH:19][CH:18]=2)=[C:8]2[C:3]=1[CH:4]=[CH:5][CH:6]=[CH:7]2. The yield is 0.590. (4) The reactants are [NH2:1][C:2]1[S:3][C:4]([C:12]2[CH:13]=[CH:14][C:15](=[O:25])[N:16]([CH2:18][C:19]3[CH:24]=[CH:23][CH:22]=[CH:21][CH:20]=3)[CH:17]=2)=[C:5]([C:7]2[O:8][CH:9]=[CH:10][CH:11]=2)[N:6]=1.[C:26](O)(=[O:33])[C:27]1[CH:32]=[CH:31][N:30]=[CH:29][CH:28]=1.C1CN([P+](ON2N=NC3C=CC=CC2=3)(N2CCCC2)N2CCCC2)CC1.F[P-](F)(F)(F)(F)F.C(N(CC)CC)C. The catalyst is CN(C=O)C.O. The product is [CH2:18]([N:16]1[CH:17]=[C:12]([C:4]2[S:3][C:2]([NH:1][C:26]([C:27]3[CH:32]=[CH:31][N:30]=[CH:29][CH:28]=3)=[O:33])=[N:6][C:5]=2[C:7]2[O:8][CH:9]=[CH:10][CH:11]=2)[CH:13]=[CH:14][C:15]1=[O:25])[C:19]1[CH:24]=[CH:23][CH:22]=[CH:21][CH:20]=1. The yield is 0.280. (5) The reactants are [Br:1][C:2]1[CH:3]=[C:4]2[C:9](=[CH:10][CH:11]=1)[C:8](=[O:12])[CH2:7][CH2:6][CH2:5]2.[OH-].[Na+].[F:15][C:16]([F:27])([F:26])[O:17][C:18]1[CH:25]=[CH:24][C:21]([CH:22]=O)=[CH:20][CH:19]=1. The catalyst is CCO. The product is [Br:1][C:2]1[CH:3]=[C:4]2[C:9](=[CH:10][CH:11]=1)[C:8](=[O:12])/[C:7](=[CH:22]/[C:21]1[CH:24]=[CH:25][C:18]([O:17][C:16]([F:15])([F:26])[F:27])=[CH:19][CH:20]=1)/[CH2:6][CH2:5]2. The yield is 0.708. (6) The reactants are [NH2:1][C:2]1[CH:3]=[C:4]([C:8]2[S:12][C:11]([C:13]3[CH:14]=[C:15]4[C:19](=[CH:20][CH:21]=3)[C:18](=[O:22])[N:17]([CH3:23])[CH2:16]4)=[CH:10][CH:9]=2)[CH:5]=[N:6][CH:7]=1.Cl[S:25]([C:28]1[CH:36]=[CH:35][C:31]([C:32]([OH:34])=[O:33])=[CH:30][CH:29]=1)(=[O:27])=[O:26]. No catalyst specified. The product is [CH3:23][N:17]1[CH2:16][C:15]2[C:19](=[CH:20][CH:21]=[C:13]([C:11]3[S:12][C:8]([C:4]4[CH:3]=[C:2]([NH:1][S:25]([C:28]5[CH:29]=[CH:30][C:31]([C:32]([OH:34])=[O:33])=[CH:35][CH:36]=5)(=[O:27])=[O:26])[CH:7]=[N:6][CH:5]=4)=[CH:9][CH:10]=3)[CH:14]=2)[C:18]1=[O:22]. The yield is 0.0600. (7) The yield is 0.140. The catalyst is CC(C)=O.O.[Os](=O)(=O)(=O)=O. The reactants are ClC(OCC1C=CC=CC=1)=[O:3].[CH3:12][O:13][C:14](=[O:32])[C@@H:15]([N:17]([C:22]([O:24][CH2:25][C:26]1[CH:31]=[CH:30][CH:29]=[CH:28][CH:27]=1)=[O:23])[CH2:18][C:19](C)=[CH2:20])[CH3:16].COC(=O)[C@@H](N(C(OCC1C=CC=CC=1)=O)CC(C)C)C.I([O-])(=O)(=O)=O.[Na+]. The product is [CH3:12][O:13][C:14](=[O:32])[C@@H:15]([N:17]([C:22]([O:24][CH2:25][C:26]1[CH:31]=[CH:30][CH:29]=[CH:28][CH:27]=1)=[O:23])[CH2:18][C:19](=[O:3])[CH3:20])[CH3:16].